Dataset: Reaction yield outcomes from USPTO patents with 853,638 reactions. Task: Predict the reaction yield, written as a fraction of the theoretical maximum amount of product (1.0 means a 100% yield; for example, 0.34 means a 34% yield). (1) The reactants are [F:1][C:2]1[C:7]([F:8])=[CH:6][CH:5]=[CH:4][C:3]=1[C:9]1[N:17]=[C:12]2[CH:13]=[N:14][NH:15][CH:16]=[C:11]2[N:10]=1.C([O-])([O-])=O.[K+].[K+].Br[CH:25]([C:31]1[O:35][N:34]=[C:33]([C:36]2[CH:41]=[CH:40][C:39]([O:42][CH2:43][CH2:44][CH3:45])=[CH:38][C:37]=2[C:46]([F:49])([F:48])[F:47])[CH:32]=1)[C:26]([O:28][CH2:29][CH3:30])=[O:27]. The catalyst is CN(C=O)C.CCOC(C)=O. The product is [F:1][C:2]1[C:7]([F:8])=[CH:6][CH:5]=[CH:4][C:3]=1[C:9]1[N:17]=[C:12]2[CH:13]=[N:14][N:15]([CH:25]([C:31]3[O:35][N:34]=[C:33]([C:36]4[CH:41]=[CH:40][C:39]([O:42][CH2:43][CH2:44][CH3:45])=[CH:38][C:37]=4[C:46]([F:48])([F:49])[F:47])[CH:32]=3)[C:26]([O:28][CH2:29][CH3:30])=[O:27])[CH:16]=[C:11]2[N:10]=1. The yield is 0.560. (2) The reactants are [NH:1]1[C:9]2[C:4](=[CH:5][CH:6]=[CH:7][N:8]=2)[CH:3]=[CH:2]1.[Cl:10][C:11]1[N:16]=[C:15]([O:17][CH3:18])[C:14]([CH:19]=[O:20])=[CH:13][CH:12]=1.CO.[OH-].[K+]. The catalyst is ClCCl. The product is [Cl:10][C:11]1[N:16]=[C:15]([O:17][CH3:18])[C:14]([CH:19]([C:3]2[C:4]3[C:9](=[N:8][CH:7]=[CH:6][CH:5]=3)[NH:1][CH:2]=2)[OH:20])=[CH:13][CH:12]=1. The yield is 0.550.